From a dataset of Forward reaction prediction with 1.9M reactions from USPTO patents (1976-2016). Predict the product of the given reaction. (1) Given the reactants Br[CH2:2][C:3]1[O:4][C:5]2[CH:11]=[C:10]([C:12]([O:14][CH2:15][CH3:16])=[O:13])[CH:9]=[C:8]([O:17][C:18]3[CH:23]=[CH:22][C:21]([S:24]([CH3:27])(=[O:26])=[O:25])=[CH:20][CH:19]=3)[C:6]=2[CH:7]=1.CS(C)=[O:30], predict the reaction product. The product is: [CH:2]([C:3]1[O:4][C:5]2[CH:11]=[C:10]([C:12]([O:14][CH2:15][CH3:16])=[O:13])[CH:9]=[C:8]([O:17][C:18]3[CH:23]=[CH:22][C:21]([S:24]([CH3:27])(=[O:26])=[O:25])=[CH:20][CH:19]=3)[C:6]=2[CH:7]=1)=[O:30]. (2) Given the reactants F[C:2]1[CH:9]=[CH:8][C:7]([C:10]([F:13])([F:12])[F:11])=[CH:6][C:3]=1[CH:4]=O.[SH:14][CH2:15][C:16]([O:18][CH2:19][C:20]1[CH:25]=[CH:24][CH:23]=[CH:22][CH:21]=1)=[O:17].C(=O)([O-])[O-].[K+].[K+].CN(C)C=O, predict the reaction product. The product is: [F:11][C:10]([F:13])([F:12])[C:7]1[CH:8]=[CH:9][C:2]2[S:14][C:15]([C:16]([O:18][CH2:19][C:20]3[CH:25]=[CH:24][CH:23]=[CH:22][CH:21]=3)=[O:17])=[CH:4][C:3]=2[CH:6]=1. (3) Given the reactants [CH3:1][O:2][C:3]1[C:11]2[C:6](=[N:7][CH:8]=[C:9]([NH2:12])[CH:10]=2)[NH:5][N:4]=1.[Cl:13][C:14]1[C:22]([NH:23][S:24]([CH2:27][CH2:28][CH3:29])(=[O:26])=[O:25])=[CH:21][CH:20]=[C:19]([Cl:30])[C:15]=1[C:16](O)=[O:17].CCN=C=NCCCN(C)C.C1C=CC2N(O)N=NC=2C=1, predict the reaction product. The product is: [Cl:13][C:14]1[C:22]([NH:23][S:24]([CH2:27][CH2:28][CH3:29])(=[O:25])=[O:26])=[CH:21][CH:20]=[C:19]([Cl:30])[C:15]=1[C:16]([NH:12][C:9]1[CH:10]=[C:11]2[C:3]([O:2][CH3:1])=[N:4][NH:5][C:6]2=[N:7][CH:8]=1)=[O:17]. (4) Given the reactants [F:1][C:2]([F:32])([F:31])[C:3]1[CH:4]=[C:5]2[CH2:11][N:10](C(C3C=CC=CC=3)(C3C=CC=CC=3)C3C=CC=CC=3)[CH2:9][C:6]2=[N:7][CH:8]=1.FC(F)(F)C(O)=O, predict the reaction product. The product is: [F:32][C:2]([F:1])([F:31])[C:3]1[CH:4]=[C:5]2[CH2:11][NH:10][CH2:9][C:6]2=[N:7][CH:8]=1. (5) Given the reactants [Br:1][C:2]1[C:3](F)=[C:4]2[C:10]([NH:11][C:12](=[O:23])[C:13]3[CH:18]=[CH:17][C:16]([C:19]([F:22])([F:21])[F:20])=[CH:15][N:14]=3)=[CH:9][NH:8][C:5]2=[N:6][CH:7]=1.[NH:25]1[CH2:30][CH2:29][CH2:28][C@@H:27]([NH:31]C(=O)OC(C)(C)C)[CH2:26]1.CCN(C(C)C)C(C)C.C(O)(C(F)(F)F)=O, predict the reaction product. The product is: [NH2:31][C@@H:27]1[CH2:28][CH2:29][CH2:30][N:25]([C:3]2[C:2]([Br:1])=[CH:7][N:6]=[C:5]3[NH:8][CH:9]=[C:10]([NH:11][C:12](=[O:23])[C:13]4[CH:18]=[CH:17][C:16]([C:19]([F:22])([F:21])[F:20])=[CH:15][N:14]=4)[C:4]=23)[CH2:26]1. (6) Given the reactants C(OC([NH:8][CH2:9][C:10]([NH:12][CH2:13][C:14]([NH:16][C:17]1[CH:50]=[CH:49][C:20]([CH2:21][NH:22][C:23]2[N:28]=[C:27]([O:29][CH2:30][C:31]([F:34])([F:33])[F:32])[N:26]=[C:25]([NH:35][C:36]3[CH:48]=[CH:47][C:39]([C:40]([O:42]C(C)(C)C)=[O:41])=[CH:38][CH:37]=3)[N:24]=2)=[CH:19][CH:18]=1)=[O:15])=[O:11])=O)(C)(C)C.Cl.O1CCOCC1, predict the reaction product. The product is: [NH2:8][CH2:9][C:10]([NH:12][CH2:13][C:14]([NH:16][C:17]1[CH:18]=[CH:19][C:20]([CH2:21][NH:22][C:23]2[N:28]=[C:27]([O:29][CH2:30][C:31]([F:34])([F:32])[F:33])[N:26]=[C:25]([NH:35][C:36]3[CH:37]=[CH:38][C:39]([C:40]([OH:42])=[O:41])=[CH:47][CH:48]=3)[N:24]=2)=[CH:49][CH:50]=1)=[O:15])=[O:11]. (7) Given the reactants [OH:1][CH2:2][CH2:3][CH2:4][C:5]1[C:6]([Cl:24])=[N:7][C:8]2[N:9]([N:21]=[CH:22][CH:23]=2)[C:10]=1[NH:11][C:12]1[CH:17]=[CH:16][C:15]([O:18][CH2:19][CH3:20])=[CH:14][CH:13]=1.C(N(CC)CC)C.[C:32]([Si:36](Cl)([CH3:38])[CH3:37])([CH3:35])([CH3:34])[CH3:33].Cl, predict the reaction product. The product is: [Si:36]([O:1][CH2:2][CH2:3][CH2:4][C:5]1[C:6]([Cl:24])=[N:7][C:8]2[N:9]([N:21]=[CH:22][CH:23]=2)[C:10]=1[NH:11][C:12]1[CH:13]=[CH:14][C:15]([O:18][CH2:19][CH3:20])=[CH:16][CH:17]=1)([C:32]([CH3:35])([CH3:34])[CH3:33])([CH3:38])[CH3:37]. (8) Given the reactants [C:1]([C:3]1[N:7]2[CH:8]=[C:9]([C:12]3[CH:17]=[CH:16][C:15]([C:18]([N:20]4[CH2:25][CH2:24][O:23][CH2:22][CH2:21]4)=[O:19])=[CH:14][CH:13]=3)[CH:10]=[CH:11][C:6]2=[N:5][CH:4]=1)#[CH:2].I[C:27]1[CH:32]=[CH:31][N:30]=[C:29]2[NH:33][CH:34]=[CH:35][C:28]=12, predict the reaction product. The product is: [NH:33]1[C:29]2=[N:30][CH:31]=[CH:32][C:27]([C:2]#[C:1][C:3]3[N:7]4[CH:8]=[C:9]([C:12]5[CH:13]=[CH:14][C:15]([C:18]([N:20]6[CH2:21][CH2:22][O:23][CH2:24][CH2:25]6)=[O:19])=[CH:16][CH:17]=5)[CH:10]=[CH:11][C:6]4=[N:5][CH:4]=3)=[C:28]2[CH:35]=[CH:34]1. (9) The product is: [F:38][C:36]1[CH:35]=[CH:34][C:33]([C:39]([F:42])([F:40])[F:41])=[C:32]([CH:37]=1)[C:31]([N:9]1[CH2:10][CH2:11][N:12]([C:14](=[O:30])[CH2:15][NH:16][C:17]([C:19]2[CH:23]=[C:22]([C:24]3[CH:29]=[CH:28][CH:27]=[CH:26][CH:25]=3)[NH:21][N:20]=2)=[O:18])[CH2:13][CH:8]1[C:6]([OH:7])=[O:5])=[O:43]. Given the reactants O[Li].O.C[O:5][C:6]([CH:8]1[CH2:13][N:12]([C:14](=[O:30])[CH2:15][NH:16][C:17]([C:19]2[CH:23]=[C:22]([C:24]3[CH:29]=[CH:28][CH:27]=[CH:26][CH:25]=3)[NH:21][N:20]=2)=[O:18])[CH2:11][CH2:10][N:9]1[C:31](=[O:43])[C:32]1[CH:37]=[C:36]([F:38])[CH:35]=[CH:34][C:33]=1[C:39]([F:42])([F:41])[F:40])=[O:7].O.Cl, predict the reaction product. (10) Given the reactants [F:1][C:2]1[CH:3]=[C:4]2[C:8](=[CH:9][CH:10]=1)[NH:7][C:6](=[O:11])[C:5]2=O.[C:13]1([CH2:19][C:20](=O)[CH2:21][CH3:22])[CH:18]=[CH:17][CH:16]=[CH:15][CH:14]=1.[OH-:24].[K+].O=S(Cl)Cl.[CH3:30]CO, predict the reaction product. The product is: [CH2:21]([C:20]1[C:19]([C:13]2[CH:18]=[CH:17][CH:16]=[CH:15][CH:14]=2)=[C:5]([C:6]([O:11][CH3:30])=[O:24])[C:4]2[C:8](=[CH:9][CH:10]=[C:2]([F:1])[CH:3]=2)[N:7]=1)[CH3:22].